This data is from Full USPTO retrosynthesis dataset with 1.9M reactions from patents (1976-2016). The task is: Predict the reactants needed to synthesize the given product. (1) Given the product [N:15]1[C:14]([CH2:13][CH2:12][N:8]2[CH2:7][C:6]3[C:10](=[C:2]([C:25]4[CH:24]=[N:23][CH:28]=[CH:27][CH:26]=4)[CH:3]=[CH:4][CH:5]=3)[C:9]2=[O:11])=[CH:22][N:17]2[CH:18]=[CH:19][CH:20]=[CH:21][C:16]=12, predict the reactants needed to synthesize it. The reactants are: Br[C:2]1[CH:3]=[CH:4][CH:5]=[C:6]2[C:10]=1[C:9](=[O:11])[N:8]([CH2:12][CH2:13][C:14]1[N:15]=[C:16]3[CH:21]=[CH:20][CH:19]=[CH:18][N:17]3[CH:22]=1)[CH2:7]2.[N:23]1[CH:28]=[CH:27][CH:26]=[C:25](B(O)O)[CH:24]=1.C([O-])([O-])=O.[Cs+].[Cs+]. (2) Given the product [Br:33][CH:16]1[C:8]2[C:9](=[N:10][C:11]([CH3:13])=[CH:12][CH:7]=2)[N:14]([C:17]2[CH:22]=[CH:21][C:20]([O:23][CH3:24])=[CH:19][C:18]=2[CH3:25])[CH2:15]1, predict the reactants needed to synthesize it. The reactants are: FC(F)(F)S(O[C:7]1[CH:12]=[C:11]([CH3:13])[N:10]=[C:9]2[N:14]([C:17]3[CH:22]=[CH:21][C:20]([O:23][CH3:24])=[CH:19][C:18]=3[CH3:25])[CH2:15][CH2:16][C:8]=12)(=O)=O.CS(O)(=O)=O.[Br-:33].[Na+].